Dataset: Full USPTO retrosynthesis dataset with 1.9M reactions from patents (1976-2016). Task: Predict the reactants needed to synthesize the given product. (1) Given the product [Cl:19][C:20]1[CH:25]=[CH:24][CH:23]=[C:22]([F:26])[C:21]=1[CH2:27][N:28]([CH2:31][C:32]1[N:37]=[CH:36][C:35]([CH2:38][N:4]2[CH2:3][CH2:2][N:1]([C:7]3[C:12]([C:13]([O:15][CH:16]([CH3:18])[CH3:17])=[O:14])=[CH:11][CH:10]=[CH:9][N:8]=3)[CH2:6][CH2:5]2)=[CH:34][CH:33]=1)[CH2:29][CH3:30], predict the reactants needed to synthesize it. The reactants are: [N:1]1([C:7]2[C:12]([C:13]([O:15][CH:16]([CH3:18])[CH3:17])=[O:14])=[CH:11][CH:10]=[CH:9][N:8]=2)[CH2:6][CH2:5][NH:4][CH2:3][CH2:2]1.[Cl:19][C:20]1[CH:25]=[CH:24][CH:23]=[C:22]([F:26])[C:21]=1[CH2:27][N:28]([CH2:31][C:32]1[N:37]=[CH:36][C:35]([CH:38]=O)=[CH:34][CH:33]=1)[CH2:29][CH3:30].C(O[BH-](OC(=O)C)OC(=O)C)(=O)C.[Na+]. (2) Given the product [C:35]([C:32]([C:28]1[CH:27]=[C:26]([CH:31]=[CH:30][CH:29]=1)[C:25]([NH:24][C:18]1[CH:19]=[CH:20][C:21]([CH2:22][CH3:23])=[C:16]([O:15][C:10]2[N:9]=[C:8]3[S:7][C:6]([NH:5][C:3](=[O:4])[CH2:2][N:49]4[CH2:50][CH2:51][N:46]([CH3:45])[CH2:47][CH2:48]4)=[N:14][C:13]3=[CH:12][CH:11]=2)[CH:17]=1)=[O:37])([CH3:33])[CH3:34])#[N:36], predict the reactants needed to synthesize it. The reactants are: Cl[CH2:2][C:3]([NH:5][C:6]1[S:7][C:8]2[C:13]([N:14]=1)=[CH:12][CH:11]=[C:10]([O:15][C:16]1[CH:17]=[C:18]([NH:24][C:25](=[O:37])[C:26]3[CH:31]=[CH:30][CH:29]=[C:28]([C:32]([C:35]#[N:36])([CH3:34])[CH3:33])[CH:27]=3)[CH:19]=[CH:20][C:21]=1[CH2:22][CH3:23])[N:9]=2)=[O:4].C(N(CC)CC)C.[CH3:45][N:46]1[CH2:51][CH2:50][NH:49][CH2:48][CH2:47]1. (3) Given the product [Br:1][C:2]1[CH:3]=[CH:4][CH:5]=[C:6]2[C:22]=1[C:9]1([CH2:10][CH2:11][NH:12][CH2:13][CH2:14]1)[CH2:8][CH:7]2[CH2:23][C:24]([O:26][CH2:27][CH3:28])=[O:25], predict the reactants needed to synthesize it. The reactants are: [Br:1][C:2]1[CH:3]=[CH:4][CH:5]=[C:6]2[C:22]=1[C:9]1([CH2:14][CH2:13][N:12](C(OC(C)(C)C)=O)[CH2:11][CH2:10]1)[CH2:8][CH:7]2[CH2:23][C:24]([O:26][CH2:27][CH3:28])=[O:25]. (4) Given the product [CH3:1][CH:2]1[C:11]2[C:6](=[CH:7][CH:8]=[C:9]([O:12][CH3:13])[CH:10]=2)[CH2:5][CH2:4][NH:3]1, predict the reactants needed to synthesize it. The reactants are: [CH3:1][C:2]1[C:11]2[C:6](=[CH:7][CH:8]=[C:9]([O:12][CH3:13])[CH:10]=2)[CH2:5][CH2:4][N:3]=1.C(O[BH-](OC(=O)C)OC(=O)C)(=O)C.[Na+].